This data is from Catalyst prediction with 721,799 reactions and 888 catalyst types from USPTO. The task is: Predict which catalyst facilitates the given reaction. (1) Product: [CH2:20]([N:19]([CH3:18])[CH2:2][C:3]([N:5]1[CH2:10][CH2:9][N:8]([C:11]2[CH:16]=[CH:15][CH:14]=[CH:13][C:12]=2[CH3:17])[CH2:7][CH2:6]1)=[O:4])[C:21]1[CH:26]=[CH:25][CH:24]=[CH:23][CH:22]=1. The catalyst class is: 23. Reactant: Cl[CH2:2][C:3]([N:5]1[CH2:10][CH2:9][N:8]([C:11]2[CH:16]=[CH:15][CH:14]=[CH:13][C:12]=2[CH3:17])[CH2:7][CH2:6]1)=[O:4].[CH3:18][NH:19][CH2:20][C:21]1[CH:26]=[CH:25][CH:24]=[CH:23][CH:22]=1.C([O-])([O-])=O.[K+].[K+]. (2) Reactant: C[O:2][C:3](=[O:25])[CH:4]([N:11]1[C:16](=[O:17])[CH:15]=[C:14]([O:18][C:19]2[CH:24]=[CH:23][CH:22]=[CH:21][CH:20]=2)[CH:13]=[N:12]1)[CH2:5][CH:6]1[CH2:10][CH2:9][CH2:8][CH2:7]1.[OH-].[Na+].O.Cl. Product: [CH:6]1([CH2:5][CH:4]([N:11]2[C:16](=[O:17])[CH:15]=[C:14]([O:18][C:19]3[CH:24]=[CH:23][CH:22]=[CH:21][CH:20]=3)[CH:13]=[N:12]2)[C:3]([OH:25])=[O:2])[CH2:10][CH2:9][CH2:8][CH2:7]1. The catalyst class is: 5. (3) Reactant: [NH2:1][C:2]1[C:7]([C:8]#[N:9])=[C:6]([S:10][CH3:11])[C:5]([C:12]#[N:13])=[C:4]([SH:14])[N:3]=1.C(=O)(O)[O-].[Na+].Cl[CH2:21][C:22]1[N:23]=[C:24]([C:27]2[CH:32]=[CH:31][C:30]([Cl:33])=[CH:29][CH:28]=2)[S:25][CH:26]=1. Product: [NH2:1][C:2]1[C:7]([C:8]#[N:9])=[C:6]([S:10][CH3:11])[C:5]([C:12]#[N:13])=[C:4]([S:14][CH2:21][C:22]2[N:23]=[C:24]([C:27]3[CH:32]=[CH:31][C:30]([Cl:33])=[CH:29][CH:28]=3)[S:25][CH:26]=2)[N:3]=1. The catalyst class is: 3. (4) Reactant: [Br:1][C:2]1[CH:3]=[N:4][CH:5]=[C:6]([CH:9](O)[C:10]2[CH:15]=[CH:14][CH:13]=[CH:12][CH:11]=2)[C:7]=1[OH:8].C(O)(C(F)(F)F)=O.[SiH](CC)(CC)CC. Product: [CH2:9]([C:6]1[CH:5]=[N:4][CH:3]=[C:2]([Br:1])[C:7]=1[OH:8])[C:10]1[CH:11]=[CH:12][CH:13]=[CH:14][CH:15]=1. The catalyst class is: 2. (5) Reactant: [C:1]([O:5][C:6]([NH:8][C@@H:9]([C:13]1[CH:18]=[CH:17][C:16]([OH:19])=[CH:15][CH:14]=1)[C:10]([OH:12])=O)=[O:7])([CH3:4])([CH3:3])C.N1(O)C2C=CC=CC=2[CH:22]=N1.Cl.[CH3:31][O:32][C:33](=[O:37])[C@H:34]([CH3:36])[NH2:35].Cl.C(N=C=NCCCN(C)C)C. Product: [CH3:4][CH:1]([O:5][C:6]([NH:8][C@@H:9]([C:13]1[CH:14]=[CH:15][C:16]([OH:19])=[CH:17][CH:18]=1)[C:10]([NH:35][C@@H:34]([CH3:36])[C:33]([O:32][CH3:31])=[O:37])=[O:12])=[O:7])[CH2:3][CH3:22]. The catalyst class is: 2. (6) Reactant: Br[C:2]1[CH:11]=[CH:10][C:9]2[C:4](=[CH:5][CH:6]=[CH:7][CH:8]=2)[N:3]=1.N#N.[C:14]([C:16]1[CH:21]=[CH:20][C:19]([C:22]2[C:26]([C:27]3[CH:32]=[CH:31][N:30]=[CH:29][CH:28]=3)=[CH:25][N:24]([CH3:33])[N:23]=2)=[CH:18][CH:17]=1)#[CH:15]. Product: [CH3:33][N:24]1[CH:25]=[C:26]([C:27]2[CH:28]=[CH:29][N:30]=[CH:31][CH:32]=2)[C:22]([C:19]2[CH:20]=[CH:21][C:16]([C:14]#[C:15][C:2]3[CH:11]=[CH:10][C:9]4[C:4](=[CH:5][CH:6]=[CH:7][CH:8]=4)[N:3]=3)=[CH:17][CH:18]=2)=[N:23]1. The catalyst class is: 724.